From a dataset of Reaction yield outcomes from USPTO patents with 853,638 reactions. Predict the reaction yield, written as a fraction of the theoretical maximum amount of product (1.0 means a 100% yield; for example, 0.34 means a 34% yield). The reactants are [N+](C1C=CC(COC([N:12]2[CH2:17][CH2:16][C@@H:15]([OH:18])[C@H:14]([OH:19])[CH2:13]2)=O)=CC=1)([O-])=O.[CH3:22][C:23]([OH:25])=[O:24]. The catalyst is CO.CCOCC.[Pd]. The yield is 0.880. The product is [NH:12]1[CH2:17][CH2:16][C@@H:15]([OH:18])[C@H:14]([OH:19])[CH2:13]1.[CH3:22][C:23]([OH:25])=[O:24].